This data is from NCI-60 drug combinations with 297,098 pairs across 59 cell lines. The task is: Regression. Given two drug SMILES strings and cell line genomic features, predict the synergy score measuring deviation from expected non-interaction effect. (1) Drug 1: COC1=CC(=CC(=C1O)OC)C2C3C(COC3=O)C(C4=CC5=C(C=C24)OCO5)OC6C(C(C7C(O6)COC(O7)C8=CC=CS8)O)O. Drug 2: C1=NC2=C(N=C(N=C2N1C3C(C(C(O3)CO)O)F)Cl)N. Cell line: SNB-75. Synergy scores: CSS=30.8, Synergy_ZIP=-4.17, Synergy_Bliss=-1.36, Synergy_Loewe=-0.178, Synergy_HSA=-0.175. (2) Drug 1: CCCS(=O)(=O)NC1=C(C(=C(C=C1)F)C(=O)C2=CNC3=C2C=C(C=N3)C4=CC=C(C=C4)Cl)F. Drug 2: CCC(=C(C1=CC=CC=C1)C2=CC=C(C=C2)OCCN(C)C)C3=CC=CC=C3.C(C(=O)O)C(CC(=O)O)(C(=O)O)O. Cell line: HCT116. Synergy scores: CSS=-3.24, Synergy_ZIP=1.58, Synergy_Bliss=-0.0920, Synergy_Loewe=-3.79, Synergy_HSA=-3.04. (3) Drug 2: C1CC(=O)NC(=O)C1N2C(=O)C3=CC=CC=C3C2=O. Drug 1: CS(=O)(=O)OCCCCOS(=O)(=O)C. Synergy scores: CSS=9.20, Synergy_ZIP=-2.48, Synergy_Bliss=5.89, Synergy_Loewe=-2.39, Synergy_HSA=2.09. Cell line: SF-295. (4) Drug 1: C1=CC=C(C=C1)NC(=O)CCCCCCC(=O)NO. Drug 2: C1CN(CCN1C(=O)CCBr)C(=O)CCBr. Cell line: RXF 393. Synergy scores: CSS=16.6, Synergy_ZIP=-3.33, Synergy_Bliss=2.97, Synergy_Loewe=-0.411, Synergy_HSA=3.27. (5) Drug 1: CC1C(C(CC(O1)OC2CC(CC3=C2C(=C4C(=C3O)C(=O)C5=C(C4=O)C(=CC=C5)OC)O)(C(=O)CO)O)N)O.Cl. Drug 2: CC(CN1CC(=O)NC(=O)C1)N2CC(=O)NC(=O)C2. Cell line: HS 578T. Synergy scores: CSS=9.87, Synergy_ZIP=-0.344, Synergy_Bliss=5.40, Synergy_Loewe=3.41, Synergy_HSA=5.70. (6) Drug 1: CN1CCC(CC1)COC2=C(C=C3C(=C2)N=CN=C3NC4=C(C=C(C=C4)Br)F)OC. Drug 2: CCC1(C2=C(COC1=O)C(=O)N3CC4=CC5=C(C=CC(=C5CN(C)C)O)N=C4C3=C2)O.Cl. Cell line: MDA-MB-231. Synergy scores: CSS=34.5, Synergy_ZIP=-7.03, Synergy_Bliss=2.48, Synergy_Loewe=-10.6, Synergy_HSA=5.16.